Dataset: Catalyst prediction with 721,799 reactions and 888 catalyst types from USPTO. Task: Predict which catalyst facilitates the given reaction. (1) Reactant: C([O:8][C:9]([C@@H:11]1[CH2:15][CH2:14][CH2:13][N:12]1[NH:16][C:17](=[O:26])[C:18]1[CH:23]=[CH:22][CH:21]=[C:20]([O:24][CH3:25])[CH:19]=1)=[O:10])C1C=CC=CC=1.O.[OH-].[Li+]. Product: [CH3:25][O:24][C:20]1[CH:19]=[C:18]([CH:23]=[CH:22][CH:21]=1)[C:17]([NH:16][N:12]1[CH2:13][CH2:14][CH2:15][C@H:11]1[C:9]([OH:10])=[O:8])=[O:26]. The catalyst class is: 299. (2) Reactant: [S:1]1[CH:5]=[CH:4][N:3]=[CH:2]1.C([Mg]Cl)(C)C.[Cl-].[Li+].[F:13][CH:14]([F:20])[C:15](OCC)=[O:16]. Product: [F:13][CH:14]([F:20])[C:15]([C:2]1[S:1][CH:5]=[CH:4][N:3]=1)=[O:16]. The catalyst class is: 56. (3) Reactant: [Cu][C:2]#[N:3].Br[C:5]1[CH:10]=[C:9]([C:11]([F:14])([F:13])[F:12])[CH:8]=[CH:7][C:6]=1[NH2:15]. Product: [NH2:15][C:6]1[CH:5]=[CH:10][C:9]([C:11]([F:12])([F:13])[F:14])=[CH:8][C:7]=1[C:2]#[N:3]. The catalyst class is: 435. (4) Reactant: Br[C:2]1[N:6]2[N:7]=[C:8]([NH:11][CH2:12][CH2:13][CH2:14][N:15]3[CH2:20][CH2:19][N:18]([CH3:21])[CH2:17][CH2:16]3)[CH:9]=[CH:10][C:5]2=[N:4][CH:3]=1.[CH:22](/B(O)O)=[CH:23]\[CH2:24][CH2:25][CH2:26][CH3:27].[ClH:31]. Product: [ClH:31].[CH:22](/[C:2]1[N:6]2[N:7]=[C:8]([NH:11][CH2:12][CH2:13][CH2:14][N:15]3[CH2:20][CH2:19][N:18]([CH3:21])[CH2:17][CH2:16]3)[CH:9]=[CH:10][C:5]2=[N:4][CH:3]=1)=[CH:23]\[CH2:24][CH2:25][CH2:26][CH3:27]. The catalyst class is: 28. (5) Reactant: [NH2:1][S:2]([CH2:5][CH2:6][CH2:7][C:8]([O:10][CH2:11][C:12]1[CH:17]=[CH:16][CH:15]=[CH:14][CH:13]=1)=[O:9])(=[O:4])=[O:3].C(Cl)CCl.[C:22]([O:26][C:27]([NH:29][CH2:30][CH2:31][N:32]([CH3:61])[C@@H:33]1[CH2:40][N:39]2[C:41]3[CH:42]=[C:43]([C:54](O)=[O:55])[CH:44]=[CH:45][C:46]=3[C:47]([CH:48]3[CH2:53][CH2:52][CH2:51][CH2:50][CH2:49]3)=[C:38]2[C:37]2[CH:57]=[CH:58][CH:59]=[CH:60][C:36]=2[O:35][CH2:34]1)=[O:28])([CH3:25])([CH3:24])[CH3:23]. Product: [C:22]([O:26][C:27]([NH:29][CH2:30][CH2:31][N:32]([CH3:61])[C@@H:33]1[CH2:40][N:39]2[C:41]3[CH:42]=[C:43]([C:54]([NH:1][S:2]([CH2:5][CH2:6][CH2:7][C:8]([O:10][CH2:11][C:12]4[CH:13]=[CH:14][CH:15]=[CH:16][CH:17]=4)=[O:9])(=[O:3])=[O:4])=[O:55])[CH:44]=[CH:45][C:46]=3[C:47]([CH:48]3[CH2:53][CH2:52][CH2:51][CH2:50][CH2:49]3)=[C:38]2[C:37]2[CH:57]=[CH:58][CH:59]=[CH:60][C:36]=2[O:35][CH2:34]1)=[O:28])([CH3:25])([CH3:24])[CH3:23]. The catalyst class is: 79. (6) Reactant: [Br:1][C:2]1[CH:15]=[C:14]2[C:5]([N:6]3[C:11]([CH2:12][O:13]2)=[N:10][NH:9][C:8](=[O:16])[C@H:7]3[CH3:17])=[CH:4][C:3]=1[NH:18][C:19]1([CH3:23])[CH2:22][NH:21][CH2:20]1.[CH3:24]C(O)=O.C([BH3-])#N.[Na+]. Product: [Br:1][C:2]1[CH:15]=[C:14]2[C:5]([N:6]3[C:11]([CH2:12][O:13]2)=[N:10][NH:9][C:8](=[O:16])[C@H:7]3[CH3:17])=[CH:4][C:3]=1[NH:18][C:19]1([CH3:23])[CH2:20][N:21]([CH3:24])[CH2:22]1. The catalyst class is: 5. (7) Reactant: [CH2:1]([C:5]1[N:6]=[C:7]([C:22]2[CH:27]=[CH:26][C:25]([C:28]([F:31])([F:30])[F:29])=[CH:24][CH:23]=2)[S:8][C:9]=1[CH2:10][O:11][C:12]1[CH:19]=[CH:18][C:15]([C:16]#[N:17])=[C:14]([S:20][CH3:21])[CH:13]=1)[CH2:2][CH2:3][CH3:4].ClC1C=CC=C(C(OO)=[O:40])C=1.[Na]. The catalyst class is: 4. Product: [CH2:1]([C:5]1[N:6]=[C:7]([C:22]2[CH:23]=[CH:24][C:25]([C:28]([F:29])([F:31])[F:30])=[CH:26][CH:27]=2)[S:8][C:9]=1[CH2:10][O:11][C:12]1[CH:19]=[CH:18][C:15]([C:16]#[N:17])=[C:14]([S:20]([CH3:21])=[O:40])[CH:13]=1)[CH2:2][CH2:3][CH3:4]. (8) Reactant: [H-].[Na+].[C:3]([O:11][CH2:12][CH3:13])(=[O:10])[CH2:4][C:5]([O:7][CH2:8][CH3:9])=[O:6].[Cl:14][C:15]1[CH:20]=[C:19]([C:21]([F:24])([F:23])[F:22])[CH:18]=[C:17](Cl)[N:16]=1. Product: [Cl:14][C:15]1[N:16]=[C:17]([CH:4]([C:5]([O:7][CH2:8][CH3:9])=[O:6])[C:3]([O:11][CH2:12][CH3:13])=[O:10])[CH:18]=[C:19]([C:21]([F:24])([F:22])[F:23])[CH:20]=1. The catalyst class is: 3. (9) Reactant: [H-].[Na+].[CH3:3][NH:4][C:5]1[CH:10]=[CH:9][CH:8]=[CH:7][N:6]=1.[Cl:11][C:12]1[CH:13]=[C:14]([N+:19]([O-:21])=[O:20])[CH:15]=[CH:16][C:17]=1F. Product: [Cl:11][C:12]1[CH:13]=[C:14]([N+:19]([O-:21])=[O:20])[CH:15]=[CH:16][C:17]=1[N:4]([CH3:3])[C:5]1[CH:10]=[CH:9][CH:8]=[CH:7][N:6]=1. The catalyst class is: 44.